From a dataset of Drug-target binding data from BindingDB using Ki measurements. Regression. Given a target protein amino acid sequence and a drug SMILES string, predict the binding affinity score between them. We predict pKi (pKi = -log10(Ki in M); higher means stronger inhibition). Dataset: bindingdb_ki. (1) The compound is CC[C@@H](CO)NC(=O)[C@@H]1C=C2c3cccc4c3c(cn4C)C[C@H]2N(C)C1. The target protein (P11614) has sequence MSPPNQSLEGLLQEASNRSLNATETPEAWGPETLQALKISLALLLSIITMATALSNAFVLTTIFLTRKLHTPANYLIGSLAMTDLLVSILVMPISIAYTTTRTWSFGQILCDIWLSSDITCCTASILHLCVIALDRYWAITDALEYSKRRTAGRAAVMIATVWVISICISIPPLFWRQAKAQEDMSDCQVNTSQISYTIYSTCGAFYIPSVLLIILYGRIYVAARNRILNPPSLYGKRFTTAQLITGSAGSSLCSLSPSLQEERSHAAGPPLFFNHVQVKLAEGVLERKRISAARERKATKTLGIILGAFIVCWLPFFVASLVLPICRASCWLHPALFDFFTWLGYLNSLINPIIYTVFNEEFRQAFQRVVHVRKAS. The pKi is 8.1. (2) The small molecule is COc1ccc2c3c1OC1C4N=C(C(=O)OCC(C)C)C(C)C4CC4C(C2)N(C)CCC341. The target protein (P41143) has sequence MEPAPSAGAELQPPLFANASDAYPSACPSAGANASGPPGARSASSLALAIAITALYSAVCAVGLLGNVLVMFGIVRYTKMKTATNIYIFNLALADALATSTLPFQSAKYLMETWPFGELLCKAVLSIDYYNMFTSIFTLTMMSVDRYIAVCHPVKALDFRTPAKAKLINICIWVLASGVGVPIMVMAVTRPRDGAVVCMLQFPSPSWYWDTVTKICVFLFAFVVPILIITVCYGLMLLRLRSVRLLSGSKEKDRSLRRITRMVLVVVGAFVVCWAPIHIFVIVWTLVDIDRRDPLVVAALHLCIALGYANSSLNPVLYAFLDENFKRCFRQLCRKPCGRPDPSSFSRAREATARERVTACTPSDGPGGGAAA. The pKi is 8.3. (3) The small molecule is COCCOc1ccc(Cc2cnc(N)nc2N)cc1OCCOC. The target protein sequence is MISLIAALAVDRVIGMENAMPWNLPADLAWFKRNTLNKPVVMGRHTWESIGRPLPGRKNIIISSQPGTDDRVQWVKSVDEAIAACGDAPEIMVIGGGRVYEQFLPKAQKLYLTHIDAEVEGDTHFPDYEPDDWESVFSEFHDADAQNSHSYCFEILERR. The pKi is 7.2. (4) The small molecule is NN1C(=O)NC2(OC(CO)C(O)C(O)C2O)C1=O. The target protein (P11217) has sequence MSRPLSDQEKRKQISVRGLAGVENVTELKKNFNRHLHFTLVKDRNVATPRDYYFALAHTVRDHLVGRWIRTQQHYYEKDPKRIYYLSLEFYMGRTLQNTMVNLALENACDEATYQLGLDMEELEEIEEDAGLGNGGLGRLAACFLDSMATLGLAAYGYGIRYEFGIFNQKISGGWQMEEADDWLRYGNPWEKARPEFTLPVHFYGHVEHTSQGAKWVDTQVVLAMPYDTPVPGYRNNVVNTMRLWSAKAPNDFNLKDFNVGGYIQAVLDRNLAENISRVLYPNDNFFEGKELRLKQEYFVVAATLQDIIRRFKSSKFGCRDPVRTNFDAFPDKVAIQLNDTHPSLAIPELMRILVDLERMDWDKAWDVTVRTCAYTNHTVLPEALERWPVHLLETLLPRHLQIIYEINQRFLNRVAAAFPGDVDRLRRMSLVEEGAVKRINMAHLCIAGSHAVNGVARIHSEILKKTIFKDFYELEPHKFQNKTNGITPRRWLVLCNPGL.... The pKi is 3.8. (5) The compound is CCCCN(CC)C(=S)[S-]. The target protein sequence is MRRCRNTPFAIVIAPILICASLVLAQDFGYEGRHGPEHWSEDYARCSGKHQSPINIDQVSAVEKKFPKLEFFNFKVVPDNLQMTNNGHTVLVKMSYNEDEIPSVRGGPLAEKTPLGYQFEQFHFHWGENDTIGSEDLINNRAYPAELHVVLRNLEYPDFASALDKDHGIAVMAFFFQVGDKSTGGYEGFTNLLSQIDRKGKSVNMTNPLPLGEYISKSVESYFSYTGSLTTPPCSEEVTWIDFTTPIDITEKQLNAFRLLTANDDHLKNNFRPIQPLNDRTLYKNYIEIPIHNMGSIPLVDAENAAGKWRAQAAAVLLPLVVLAALSRTSIFRGF. The pKi is 7.7. (6) The small molecule is CC(/C=C/c1ccccc1-c1cc(C(C)C)cc(C(C)C)c1OCCCF)=C\C(=O)O. The pKi is 5.0. The target protein sequence is MLALPLPPPGAGHCGGRRGNGLRVLGVLAPSFSPSRVAMYDCMESFVPGPRRLYGAAGPGAGLLRRATGSSCFAGLESFAWAQPASLQSVETQSTSSEEMVPSSPSPPPPPRVYKPCFVCNDKSSGYHYGVSSCEGCKGFFRRSIQKNMVYTCHRDKNCIINKVTRNRCQYCRLQKCFEVGMSKEAVRNDRNKKKKEVKEEGPPDNYELSPQLEELITKVSKAHQETFPSLCQLGKYTTNSSADHRVQLDLGLWDKFSELATKCIIKIVEFAKRLPGFTGLSIADQITLLKAACLDILMLRICTRYTPEQDTMTFSDGLTLNRTQMHNAGFGPLTDLVFAFAGQLLPLEMDDTETGLLSAICLICGDRMDLEEPEKVDKLQEPLLEALRLYARRRRPSQPYMFPRMLMKITDLRGISTKGAERAITLKMEIPGPMPPLIREMLENPEMFEDDSSKPGPHPKASSEDEAPGSQGKRGQSPQPDQGP.